From a dataset of Catalyst prediction with 721,799 reactions and 888 catalyst types from USPTO. Predict which catalyst facilitates the given reaction. (1) Reactant: [Cl:1][C:2]1[N:9]=[C:8](Cl)[CH:7]=[CH:6][C:3]=1[C:4]#[N:5].[NH2:11][C:12]1[CH:17]=[CH:16][C:15](B(O)O)=[CH:14][CH:13]=1.C(=O)(O)[O-].[Na+].O. Product: [NH2:11][C:12]1[CH:17]=[CH:16][C:15]([C:8]2[CH:7]=[CH:6][C:3]([C:4]#[N:5])=[C:2]([Cl:1])[N:9]=2)=[CH:14][CH:13]=1. The catalyst class is: 77. (2) Reactant: [NH2:1][C:2]1[S:6][N:5]=[C:4]([CH3:7])[C:3]=1[C:8]#[N:9].C(O)(=O)CC.N(OS(=O)(=O)O)=O.[OH:22][CH2:23][CH2:24][N:25]([CH2:38][CH2:39][OH:40])[C:26]1[CH:27]=[C:28]([NH:32][C:33](=[O:37])[CH2:34][CH2:35][CH3:36])[CH:29]=[CH:30][CH:31]=1.S(=O)(=O)(O)[NH2:42]. Product: [OH:22][CH2:23][CH2:24][N:25]([CH2:38][CH2:39][OH:40])[C:26]1[CH:31]=[CH:30][C:29]([N:42]=[N:1][C:2]2[S:6][N:5]=[C:4]([CH3:7])[C:3]=2[C:8]#[N:9])=[C:28]([NH:32][C:33](=[O:37])[CH2:34][CH2:35][CH3:36])[CH:27]=1. The catalyst class is: 211. (3) Reactant: C([N:8]1[C:13](=[O:14])[C:12]([C:15]2[CH:20]=[CH:19][C:18]([Cl:21])=[CH:17][CH:16]=2)=[C:11]([Cl:22])[CH:10]=[N:9]1)C1C=CC=CC=1.[Cl-].[Al+3].[Cl-].[Cl-].O. Product: [Cl:22][C:11]1[CH:10]=[N:9][NH:8][C:13](=[O:14])[C:12]=1[C:15]1[CH:20]=[CH:19][C:18]([Cl:21])=[CH:17][CH:16]=1. The catalyst class is: 11. (4) Reactant: Cl[C:2]1[CH:3]=[CH:4][C:5]([OH:16])=[C:6]([C:8](=[O:15])[CH2:9][C:10](OCC)=O)[CH:7]=1.FC(F)(F)C(OC(=O)C(F)(F)F)=O.C(=O)([O-])[O-].[K+].[K+].Cl. Product: [O:15]=[C:8]1[C:6]2[CH:7]=[CH:2][CH:3]=[CH:4][C:5]=2[O:16][CH:10]=[CH:9]1. The catalyst class is: 11.